This data is from CYP1A2 inhibition data for predicting drug metabolism from PubChem BioAssay. The task is: Regression/Classification. Given a drug SMILES string, predict its absorption, distribution, metabolism, or excretion properties. Task type varies by dataset: regression for continuous measurements (e.g., permeability, clearance, half-life) or binary classification for categorical outcomes (e.g., BBB penetration, CYP inhibition). Dataset: cyp1a2_veith. (1) The molecule is CO[C@@H]1COC(=O)[C@H]2CCCN2C(=O)[C@@H](C)COC(=O)C/C=C\[C@H]1C. The result is 0 (non-inhibitor). (2) The compound is COc1ncc2ncc(=O)n(C[C@H]3CCCO3)c2n1. The result is 1 (inhibitor). (3) The molecule is Cc1ccccc1S(=O)(=O)c1c(C)cc(-c2ccccc2)[nH]c1=O. The result is 0 (non-inhibitor).